This data is from Catalyst prediction with 721,799 reactions and 888 catalyst types from USPTO. The task is: Predict which catalyst facilitates the given reaction. (1) Reactant: [CH2:1]([S:3]([CH2:6][CH2:7][O:8][C:9]1[CH:14]=[C:13]([CH3:15])[C:12]([C:16]2[CH:24]=[CH:23][CH:22]=[C:21]3[C:17]=2[CH2:18][CH2:19][CH:20]3[N:25](S(C2C=CC=CC=2[N+]([O-])=O)(=O)=O)[C:26]2[CH:31]=[CH:30][C:29]([CH2:32][CH2:33][C:34]([OH:36])=[O:35])=[C:28]([F:37])[CH:27]=2)=[C:11]([CH3:50])[CH:10]=1)(=[O:5])=[O:4])[CH3:2].SCC(O)=O.O.[OH-].[Li+].[ClH:59]. Product: [ClH:59].[CH2:1]([S:3]([CH2:6][CH2:7][O:8][C:9]1[CH:14]=[C:13]([CH3:15])[C:12]([C:16]2[CH:24]=[CH:23][CH:22]=[C:21]3[C:17]=2[CH2:18][CH2:19][CH:20]3[NH:25][C:26]2[CH:31]=[CH:30][C:29]([CH2:32][CH2:33][C:34]([OH:36])=[O:35])=[C:28]([F:37])[CH:27]=2)=[C:11]([CH3:50])[CH:10]=1)(=[O:4])=[O:5])[CH3:2]. The catalyst class is: 35. (2) Reactant: [I:1][C:2]1[C:6]([CH3:7])=[CH:5][NH:4][N:3]=1.F[C:9]1[CH:14]=[CH:13][C:12]([C:15]([F:18])([F:17])[F:16])=[CH:11][CH:10]=1.C(=O)([O-])[O-].[K+].[K+].CN(C)C=O. Product: [I:1][C:2]1[C:6]([CH3:7])=[CH:5][N:4]([C:9]2[CH:14]=[CH:13][C:12]([C:15]([F:18])([F:17])[F:16])=[CH:11][CH:10]=2)[N:3]=1. The catalyst class is: 6. (3) Reactant: [NH2:1][CH2:2][C@@H:3]([C@@H:5]([NH:26][C:27](=[O:33])[O:28][C:29]([CH3:32])([CH3:31])[CH3:30])[CH2:6][C@H:7]([CH2:11][C:12]1[CH:17]=[CH:16][C:15]([O:18][CH3:19])=[C:14]([O:20][CH2:21][CH2:22][CH2:23][O:24][CH3:25])[CH:13]=1)[CH:8]([CH3:10])[CH3:9])[OH:4].ClCCl.C(N(CC)CC)C.[C:44](Cl)(=[O:51])[C:45]1[CH:50]=[CH:49][CH:48]=[CH:47][CH:46]=1. Product: [C:44]([NH:1][CH2:2][C@@H:3]([C@@H:5]([NH:26][C:27](=[O:33])[O:28][C:29]([CH3:31])([CH3:30])[CH3:32])[CH2:6][C@H:7]([CH2:11][C:12]1[CH:17]=[CH:16][C:15]([O:18][CH3:19])=[C:14]([O:20][CH2:21][CH2:22][CH2:23][O:24][CH3:25])[CH:13]=1)[CH:8]([CH3:10])[CH3:9])[OH:4])(=[O:51])[C:45]1[CH:50]=[CH:49][CH:48]=[CH:47][CH:46]=1. The catalyst class is: 6. (4) Reactant: Cl[C:2]1[C:11]2[C:6](=[CH:7][C:8]([O:14][CH2:15][CH2:16][CH2:17][N:18]3[CH2:23][CH2:22][CH2:21][CH2:20][CH2:19]3)=[C:9]([O:12][CH3:13])[CH:10]=2)[N:5]=[CH:4][N:3]=1.C(=O)([O-])[O-].[K+].[K+].[OH:30][C:31]1[CH:39]=[CH:38][CH:37]=[C:36]2[C:32]=1[CH:33]=[CH:34][NH:35]2. Product: [NH:35]1[C:36]2[C:32](=[C:31]([O:30][C:2]3[C:11]4[C:6](=[CH:7][C:8]([O:14][CH2:15][CH2:16][CH2:17][N:18]5[CH2:23][CH2:22][CH2:21][CH2:20][CH2:19]5)=[C:9]([O:12][CH3:13])[CH:10]=4)[N:5]=[CH:4][N:3]=3)[CH:39]=[CH:38][CH:37]=2)[CH:33]=[CH:34]1. The catalyst class is: 44. (5) Reactant: [CH3:1][O:2][C:3]1[C:8]([O:9][CH3:10])=[C:7]([O:11][CH3:12])[CH:6]=[C:5]([CH3:13])[C:4]=1[CH:14]([C:16]1[C:17]([O:24][CH3:25])=[N:18][CH:19]=[C:20]([Cl:23])[C:21]=1[Cl:22])[OH:15]. Product: [CH3:1][O:2][C:3]1[C:8]([O:9][CH3:10])=[C:7]([O:11][CH3:12])[CH:6]=[C:5]([CH3:13])[C:4]=1[C:14]([C:16]1[C:17]([O:24][CH3:25])=[N:18][CH:19]=[C:20]([Cl:23])[C:21]=1[Cl:22])=[O:15]. The catalyst class is: 661. (6) Product: [ClH:15].[NH:7]([C:16]([C:18]1[C:26]2[C:21](=[CH:22][CH:23]=[CH:24][CH:25]=2)[N:20]([C:27]2[C:36]3[C:31](=[C:32]([C:37]([F:39])([F:38])[F:40])[CH:33]=[CH:34][CH:35]=3)[N:30]=[CH:29][CH:28]=2)[CH:19]=1)=[O:17])[C:6]([NH2:8])=[NH:5]. Reactant: C[O-].[Na+].Cl.[NH2:5][C:6]([NH2:8])=[NH:7].O1CCCC1.Cl.[Cl:15][C:16]([C:18]1[C:26]2[C:21](=[CH:22][CH:23]=[CH:24][CH:25]=2)[N:20]([C:27]2[C:36]3[C:31](=[C:32]([C:37]([F:40])([F:39])[F:38])[CH:33]=[CH:34][CH:35]=3)[N:30]=[CH:29][CH:28]=2)[CH:19]=1)=[O:17]. The catalyst class is: 138.